From a dataset of Full USPTO retrosynthesis dataset with 1.9M reactions from patents (1976-2016). Predict the reactants needed to synthesize the given product. (1) Given the product [CH2:1]([O:3][C:4]([N:6]1[C:15]2[C:10](=[CH:11][C:12]([C:16]([F:17])([F:18])[F:19])=[CH:13][CH:14]=2)[C@H:9]([N:20]([CH2:21][C:22]2[CH:27]=[C:26]([C:28]([F:29])([F:30])[F:31])[CH:25]=[C:24]([C:32]([F:35])([F:33])[F:34])[CH:23]=2)[C:45]([O:47][CH3:48])=[O:46])[CH2:8][C@@H:7]1[CH2:36][CH3:37])=[O:5])[CH3:2], predict the reactants needed to synthesize it. The reactants are: [CH2:1]([O:3][C:4]([N:6]1[C:15]2[C:10](=[CH:11][C:12]([C:16]([F:19])([F:18])[F:17])=[CH:13][CH:14]=2)[C@H:9]([NH:20][CH2:21][C:22]2[CH:27]=[C:26]([C:28]([F:31])([F:30])[F:29])[CH:25]=[C:24]([C:32]([F:35])([F:34])[F:33])[CH:23]=2)[CH2:8][C@@H:7]1[CH2:36][CH3:37])=[O:5])[CH3:2].N1C=CC=CC=1.Cl[C:45]([O:47][CH3:48])=[O:46]. (2) Given the product [NH2:31][C:22]1[C:21]2[N:20]=[C:19]([CH2:32][CH2:33][O:34][CH3:35])[N:18]([CH2:17][CH2:16][CH2:15][NH:14][C:11]([C:3]3[N:2]=[CH:1][C:10]4[C:5]([CH:4]=3)=[CH:6][CH:7]=[CH:8][CH:9]=4)=[O:13])[C:30]=2[C:29]2[CH:28]=[CH:27][CH:26]=[CH:25][C:24]=2[N:23]=1, predict the reactants needed to synthesize it. The reactants are: [CH:1]1[C:10]2[C:5](=[CH:6][CH:7]=[CH:8][CH:9]=2)[CH:4]=[C:3]([C:11]([OH:13])=O)[N:2]=1.[NH2:14][CH2:15][CH2:16][CH2:17][N:18]1[C:30]2[C:29]3[CH:28]=[CH:27][CH:26]=[CH:25][C:24]=3[N:23]=[C:22]([NH2:31])[C:21]=2[N:20]=[C:19]1[CH2:32][CH2:33][O:34][CH3:35]. (3) Given the product [CH2:30]([O:32][C:33](=[O:37])[CH2:34][NH:35][CH2:36][C:11](=[O:13])[CH2:10][N:8]([C:6]([O:5][C:1]([CH3:2])([CH3:3])[CH3:4])=[O:7])[CH3:9])[CH3:31], predict the reactants needed to synthesize it. The reactants are: [C:1]([O:5][C:6]([N:8]([CH2:10][C:11]([OH:13])=O)[CH3:9])=[O:7])([CH3:4])([CH3:3])[CH3:2].CCN(CC)CC.ClC(OCC(C)C)=O.Cl.[CH2:30]([O:32][C:33](=[O:37])[CH2:34][NH:35][CH3:36])[CH3:31]. (4) Given the product [CH2:25]([NH:27][C:28](=[O:48])[NH:29][C:30]1[N:35]=[CH:34][C:33]([C:14]2[CH:13]=[C:12]3[C:17](=[CH:16][CH:15]=2)[N:8]([C@@H:3]([CH3:4])[CH2:2][OH:1])[CH:9]=[C:10]([C:20]([O:22][CH2:23][CH3:24])=[O:21])[C:11]3=[O:19])=[C:32]([C:39]2[S:40][CH:41]=[C:42]([C:44]([F:47])([F:46])[F:45])[N:43]=2)[CH:31]=1)[CH3:26], predict the reactants needed to synthesize it. The reactants are: [OH:1][CH2:2][C@@H:3]([N:8]1[C:17]2[C:12](=[CH:13][C:14](I)=[CH:15][CH:16]=2)[C:11](=[O:19])[C:10]([C:20]([O:22][CH2:23][CH3:24])=[O:21])=[CH:9]1)[C:4](C)(C)C.[CH2:25]([NH:27][C:28](=[O:48])[NH:29][C:30]1[N:35]=[CH:34][C:33](B(O)O)=[C:32]([C:39]2[S:40][CH:41]=[C:42]([C:44]([F:47])([F:46])[F:45])[N:43]=2)[CH:31]=1)[CH3:26].C(=O)([O-])[O-].[K+].[K+]. (5) Given the product [Cl:20][C:21]1[CH:22]=[C:23]([CH:27]=[C:28]([C:32]([F:33])([F:34])[F:35])[C:29]=1[O:30][CH3:31])[C:24]([N:3]1[C:4]2[CH:9]=[CH:8][CH:7]=[CH:6][C:5]=2[S:1][CH2:2]1)=[O:25], predict the reactants needed to synthesize it. The reactants are: [S:1]1[C:5]2[CH:6]=[CH:7][CH:8]=[CH:9][C:4]=2[NH:3][CH2:2]1.NC1C=CC=CC=1S.C=O.[Cl:20][C:21]1[CH:22]=[C:23]([CH:27]=[C:28]([C:32]([F:35])([F:34])[F:33])[C:29]=1[O:30][CH3:31])[C:24](Cl)=[O:25]. (6) Given the product [CH3:9][O:8][C:6]1[CH:5]=[CH:4][C:3]2[O:10][C:14]([SH:15])=[N:1][C:2]=2[CH:7]=1, predict the reactants needed to synthesize it. The reactants are: [NH2:1][C:2]1[CH:7]=[C:6]([O:8][CH3:9])[CH:5]=[CH:4][C:3]=1[OH:10].C(O[C:14](S)=[S:15])C.[K].Cl. (7) Given the product [F:8][C:4]1[CH:5]=[CH:6][CH:7]=[C:2]([F:1])[C:3]=1[C:9]1[N:14]=[C:13]2[C:15]([C:28]3[CH:29]=[C:30]([N:34]4[CH2:39][CH2:38][CH:37]([NH:40][C:41](=[O:47])[O:42][C:43]([CH3:45])([CH3:44])[CH3:46])[CH2:36][CH2:35]4)[CH:31]=[N:32][CH:33]=3)=[CH:16][NH:17][C:12]2=[CH:11][CH:10]=1, predict the reactants needed to synthesize it. The reactants are: [F:1][C:2]1[CH:7]=[CH:6][CH:5]=[C:4]([F:8])[C:3]=1[C:9]1[N:14]=[C:13]2[C:15]([C:28]3[CH:29]=[C:30]([N:34]4[CH2:39][CH2:38][CH:37]([NH:40][C:41](=[O:47])[O:42][C:43]([CH3:46])([CH3:45])[CH3:44])[CH2:36][CH2:35]4)[CH:31]=[N:32][CH:33]=3)=[CH:16][N:17](S(C3C=CC(C)=CC=3)(=O)=O)[C:12]2=[CH:11][CH:10]=1.[OH-].[Na+]. (8) Given the product [CH:45]1([CH2:44][NH:43][C:41]([N:38]2[CH2:39][CH2:40][CH:35]([NH:34][C:33]3[CH:50]=[CH:51][C:30]([CH2:29][CH2:28][NH:27][CH2:26][C@H:25]([OH:52])[CH2:24][O:23][C:22]4[CH:21]=[CH:20][C:19]([OH:18])=[CH:54][CH:53]=4)=[CH:31][CH:32]=3)[CH2:36][CH2:37]2)=[O:42])[CH2:49][CH2:48][CH2:47][CH2:46]1, predict the reactants needed to synthesize it. The reactants are: [Si]([O:18][C:19]1[CH:54]=[CH:53][C:22]([O:23][CH2:24][C@@H:25]([OH:52])[CH2:26][NH:27][CH2:28][CH2:29][C:30]2[CH:51]=[CH:50][C:33]([NH:34][CH:35]3[CH2:40][CH2:39][N:38]([C:41]([NH:43][CH2:44][CH:45]4[CH2:49][CH2:48][CH2:47][CH2:46]4)=[O:42])[CH2:37][CH2:36]3)=[CH:32][CH:31]=2)=[CH:21][CH:20]=1)(C(C)(C)C)(C1C=CC=CC=1)C1C=CC=CC=1.